From a dataset of Reaction yield outcomes from USPTO patents with 853,638 reactions. Predict the reaction yield, written as a fraction of the theoretical maximum amount of product (1.0 means a 100% yield; for example, 0.34 means a 34% yield). (1) The reactants are [NH2:1][C:2]1[CH:3]=[C:4]2[C:8](=[CH:9][CH:10]=1)[NH:7][N:6]=[C:5]2[C:11]1[CH:16]=[CH:15][CH:14]=[CH:13][CH:12]=1.[C:17](Cl)(=[O:24])[C:18]1[CH:23]=[CH:22][CH:21]=[CH:20][CH:19]=1. The catalyst is C(#N)C.C(N(CC)CC)C. The product is [C:18]1([C:17]([NH:1][C:2]2[CH:3]=[C:4]3[C:8](=[CH:9][CH:10]=2)[NH:7][N:6]=[C:5]3[C:11]2[CH:16]=[CH:15][CH:14]=[CH:13][CH:12]=2)=[O:24])[CH:23]=[CH:22][CH:21]=[CH:20][CH:19]=1. The yield is 0.0800. (2) The reactants are [NH2:1][C:2]1[CH:3]=[N:4][CH:5]=[CH:6][CH:7]=1.[C:8](Cl)(=[O:13])[O:9][CH2:10][CH2:11][CH3:12].[OH-].[Na+]. The catalyst is O. The product is [N:4]1[CH:5]=[CH:6][CH:7]=[C:2]([NH:1][C:8](=[O:13])[O:9][CH2:10][CH2:11][CH3:12])[CH:3]=1. The yield is 0.803. (3) The reactants are Cl.[NH2:2][C:3]1[CH:24]=[CH:23][C:6]([O:7][C:8]2[CH:13]=[CH:12][N:11]=[C:10]([NH:14][CH2:15][CH2:16][N:17]3[CH2:22][CH2:21][O:20][CH2:19][CH2:18]3)[CH:9]=2)=[C:5]([F:25])[CH:4]=1.NC1N=CN=C(OC2C=CC(NC(NC(=O)CC3C=CC(F)=CC=3)=S)=CC=2F)C=1.CN(C(ON1N=NC2C=CC=CC1=2)=[N+](C)C)C.[B-](F)(F)(F)F.CCN(C(C)C)C(C)C.COC1C=CC(CNC2N=C(OC3C=CC(N[C:108](=[O:120])[CH2:109][C:110]([NH:112][C:113]4[CH:118]=[CH:117][C:116]([F:119])=[CH:115][CH:114]=4)=[O:111])=CC=3F)C=CN=2)=CC=1. The catalyst is CN(C=O)C. The product is [F:25][C:5]1[CH:4]=[C:3]([NH:2][C:108](=[O:120])[CH2:109][C:110]([NH:112][C:113]2[CH:118]=[CH:117][C:116]([F:119])=[CH:115][CH:114]=2)=[O:111])[CH:24]=[CH:23][C:6]=1[O:7][C:8]1[CH:13]=[CH:12][N:11]=[C:10]([NH:14][CH2:15][CH2:16][N:17]2[CH2:22][CH2:21][O:20][CH2:19][CH2:18]2)[CH:9]=1. The yield is 0.400.